Task: Predict the product of the given reaction.. Dataset: Forward reaction prediction with 1.9M reactions from USPTO patents (1976-2016) (1) Given the reactants [Li]C(C)(C)C.Br[C:7]1[CH:8]=[C:9]2[C:15]([CH3:16])=[N:14][NH:13][C:10]2=[N:11][CH:12]=1.CN([CH:20]=[O:21])C, predict the reaction product. The product is: [CH3:16][C:15]1[C:9]2[C:10](=[N:11][CH:12]=[C:7]([CH:20]=[O:21])[CH:8]=2)[NH:13][N:14]=1. (2) Given the reactants [NH2:1][C:2]1[C:7]([OH:8])=[CH:6][CH:5]=[C:4]([CH3:9])[N:3]=1.O(CC)[C:11]([S-])=[S:12].[K+], predict the reaction product. The product is: [CH3:9][C:4]1[N:3]=[C:2]2[N:1]=[C:11]([SH:12])[O:8][C:7]2=[CH:6][CH:5]=1. (3) Given the reactants [CH2:1]([O:3][CH:4]([O:8][CH2:9][CH3:10])[CH2:5][CH2:6][NH2:7])[CH3:2].[C:11]1([CH2:17][CH:18]=O)[CH:16]=[CH:15][CH:14]=[CH:13][CH:12]=1.C(O)(=O)C.[Na], predict the reaction product. The product is: [CH2:1]([O:3][CH:4]([O:8][CH2:9][CH3:10])[CH2:5][CH2:6][NH:7][CH2:18][CH2:17][C:11]1[CH:16]=[CH:15][CH:14]=[CH:13][CH:12]=1)[CH3:2]. (4) Given the reactants [CH2:1]([O:8][C:9]1[CH:14]=[CH:13][C:12]([N:15]2[C:19]3=[N:20][CH:21]=[C:22](Cl)[CH:23]=[C:18]3[N:17]([CH2:25][CH3:26])[C:16]2=[O:27])=[CH:11][CH:10]=1)[C:2]1[CH:7]=[CH:6][CH:5]=[CH:4][CH:3]=1.C(P(C(C)(C)C)C1C(C)=C(C)C(C)=C(C)C=1C1C(C(C)C)=CC(C(C)C)=CC=1C(C)C)(C)(C)C.[OH-:62].[K+].I[CH3:65], predict the reaction product. The product is: [CH2:1]([O:8][C:9]1[CH:14]=[CH:13][C:12]([N:15]2[C:19]3=[N:20][CH:21]=[C:22]([O:62][CH3:65])[CH:23]=[C:18]3[N:17]([CH2:25][CH3:26])[C:16]2=[O:27])=[CH:11][CH:10]=1)[C:2]1[CH:7]=[CH:6][CH:5]=[CH:4][CH:3]=1. (5) Given the reactants Br[C:2]1[CH:7]=[CH:6][C:5]([Cl:8])=[CH:4][C:3]=1[O:9][CH2:10][C:11]1[CH:16]=[CH:15][CH:14]=[CH:13][CH:12]=1.C([Li])CCC.C([O:25][B:26](OC(C)C)[O:27]C(C)C)(C)C, predict the reaction product. The product is: [Cl:8][C:5]1[CH:6]=[CH:7][C:2]([B:26]([OH:27])[OH:25])=[C:3]([O:9][CH2:10][C:11]2[CH:16]=[CH:15][CH:14]=[CH:13][CH:12]=2)[CH:4]=1. (6) Given the reactants [Br:1]Br.[CH3:3][C:4]1([CH3:23])[CH:8]([C:9]2[CH:14]=[CH:13][C:12]([CH3:15])=[CH:11][CH:10]=2)[C:7]2[C:16]([CH3:22])=[CH:17][C:18]([CH3:21])=[C:19]([CH3:20])[C:6]=2[O:5]1.C([O-])(=O)C.[Na+].C(#N)C, predict the reaction product. The product is: [Br:1][C:17]1[C:18]([CH3:21])=[C:19]([CH3:20])[C:6]2[O:5][C:4]([CH3:23])([CH3:3])[CH:8]([C:9]3[CH:10]=[CH:11][C:12]([CH3:15])=[CH:13][CH:14]=3)[C:7]=2[C:16]=1[CH3:22]. (7) Given the reactants [N:1]1(C([N:8]2[CH:12]=[CH:11][N:10]=[CH:9]2)=N)C=CN=[CH:2]1.[NH2:13][C:14]1[CH:19]=[CH:18][C:17]([CH3:20])=[CH:16][C:15]=1[OH:21], predict the reaction product. The product is: [CH3:20][C:17]1[CH:18]=[CH:12][C:11]2[N:10]=[C:9]([NH2:8])[O:21][C:15]=2[CH:16]=1.[O:21]1[C:15]2[CH:16]=[CH:17][CH:18]=[CH:19][C:14]=2[N:13]=[C:2]1[NH2:1]. (8) Given the reactants [CH3:1][O:2][C:3]1[N:8]=[C:7]2[NH:9][N:10]=[CH:11][C:6]2=[CH:5][C:4]=1[NH:12][C:13]1[C:14]2[C:21]3[CH2:22][CH2:23][C@H:24]([C:26](O)=[O:27])[CH2:25][C:20]=3[S:19][C:15]=2[N:16]=[CH:17][N:18]=1.[CH3:29][O:30][CH2:31][CH2:32][NH:33][CH2:34][CH2:35][CH3:36], predict the reaction product. The product is: [CH3:29][O:30][CH2:31][CH2:32][N:33]([CH2:34][CH2:35][CH3:36])[C:26]([C@H:24]1[CH2:23][CH2:22][C:21]2[C:14]3[C:13]([NH:12][C:4]4[CH:5]=[C:6]5[CH:11]=[N:10][NH:9][C:7]5=[N:8][C:3]=4[O:2][CH3:1])=[N:18][CH:17]=[N:16][C:15]=3[S:19][C:20]=2[CH2:25]1)=[O:27]. (9) Given the reactants [CH2:1]([OH:8])[CH2:2][CH2:3][CH2:4][CH2:5][CH2:6][CH3:7].[CH3:9][C:10]1[CH:11]=[C:12](I)[CH:13]=[C:14]([CH3:16])[CH:15]=1.CC1C=C2C(N=CC=C2)=C2C=1C=CC=N2.C([O-])([O-])=O.[Cs+].[Cs+].CCCCCCCCCCCC, predict the reaction product. The product is: [CH2:1]([O:8][C:12]1[CH:13]=[C:14]([CH3:16])[CH:15]=[C:10]([CH3:9])[CH:11]=1)[CH2:2][CH2:3][CH2:4][CH2:5][CH2:6][CH3:7]. (10) The product is: [C:23]([O:26][C:27](=[O:28])[NH:2][CH2:3][C:4]12[CH2:5][CH:6]3[CH2:12][CH:10]([CH2:9][CH:8]([CH:7]3[OH:14])[CH2:13]1)[CH2:11]2)([CH3:25])([CH3:24])[CH3:22]. Given the reactants Cl.[NH2:2][CH2:3][C:4]12[CH2:13][CH:8]3[CH2:9][CH:10]([CH2:12][CH:6]([CH:7]3[OH:14])[CH2:5]1)[CH2:11]2.C(N(CC)CC)C.[CH3:22][C:23]([O:26][C:27](O[C:27]([O:26][C:23]([CH3:25])([CH3:24])[CH3:22])=[O:28])=[O:28])([CH3:25])[CH3:24], predict the reaction product.